The task is: Predict which catalyst facilitates the given reaction.. This data is from Catalyst prediction with 721,799 reactions and 888 catalyst types from USPTO. (1) Reactant: [Si]([O:8][CH2:9][CH2:10][CH2:11][CH2:12][CH2:13][CH2:14][CH2:15][CH2:16][CH2:17][CH2:18][CH2:19][CH2:20][CH2:21][CH2:22][CH2:23][CH2:24][NH:25][C:26]1[CH:31]=[C:30]([O:32][CH3:33])[CH:29]=[CH:28][C:27]=1[O:34][CH3:35])(C(C)(C)C)(C)C.[F-].C([N+](CCCC)(CCCC)CCCC)CCC.[Cl-].[NH4+]. Product: [CH3:35][O:34][C:27]1[CH:28]=[CH:29][C:30]([O:32][CH3:33])=[CH:31][C:26]=1[NH:25][CH2:24][CH2:23][CH2:22][CH2:21][CH2:20][CH2:19][CH2:18][CH2:17][CH2:16][CH2:15][CH2:14][CH2:13][CH2:12][CH2:11][CH2:10][CH2:9][OH:8]. The catalyst class is: 7. (2) The catalyst class is: 73. Product: [CH2:1]([C:3]1[C:4]([F:17])=[CH:5][N:6]=[C:7]2[C:12]=1[N:11]([CH2:19][CH:18]=[CH2:23])[C:10](=[O:13])[CH:9]=[CH:8]2)[CH3:2]. Reactant: [CH2:1]([C:3]1[C:4]([F:17])=[CH:5][N:6]=[C:7]2[C:12]=1[N:11]=[C:10]([O:13]CC=C)[CH:9]=[CH:8]2)[CH3:2].[C:18]1(C)[C:19](C)=CC=C[CH:23]=1. (3) Reactant: [CH3:1][NH:2][CH3:3].[Cl:4][C:5]1[CH:13]=[C:12]2[C:8]([C:9]([C:19](=[O:26])[CH2:20][C:21](OCC)=[O:22])=[C:10]([C:15]([O:17][CH3:18])=[O:16])[N:11]2[CH3:14])=[CH:7][CH:6]=1. The catalyst class is: 11. Product: [Cl:4][C:5]1[CH:13]=[C:12]2[C:8]([C:9]([C:19](=[O:26])[CH2:20][C:21]([N:2]([CH3:3])[CH3:1])=[O:22])=[C:10]([C:15]([O:17][CH3:18])=[O:16])[N:11]2[CH3:14])=[CH:7][CH:6]=1. (4) Reactant: [Cl:1][C:2]1[CH:3]=[C:4]([CH2:8][S:9](Cl)(=[O:11])=[O:10])[CH:5]=[CH:6][CH:7]=1.[CH3:13][O:14][C:15]1[CH:22]=[C:21]([O:23][CH3:24])[CH:20]=[CH:19][C:16]=1[CH2:17][NH2:18].O. Product: [Cl:1][C:2]1[CH:3]=[C:4]([CH2:8][S:9]([NH:18][CH2:17][C:16]2[CH:19]=[CH:20][C:21]([O:23][CH3:24])=[CH:22][C:15]=2[O:14][CH3:13])(=[O:11])=[O:10])[CH:5]=[CH:6][CH:7]=1. The catalyst class is: 4. (5) Reactant: O[CH2:2][C:3]1[C:8]([CH3:9])=[CH:7][CH:6]=[CH:5][C:4]=1[N:10]1[C:14](=[O:15])[N:13]([CH3:16])[N:12]=[N:11]1.P(Br)(Br)[Br:18]. Product: [Br:18][CH2:2][C:3]1[C:8]([CH3:9])=[CH:7][CH:6]=[CH:5][C:4]=1[N:10]1[C:14](=[O:15])[N:13]([CH3:16])[N:12]=[N:11]1. The catalyst class is: 22. (6) Reactant: Br[C:2]1[CH:7]=[C:6]([F:8])[CH:5]=[CH:4][C:3]=1[C:9]1([CH2:22][O:23][CH2:24][C:25]2[CH:26]=[C:27]([C:35]3[CH:40]=[CH:39][C:38]([C:41]#[N:42])=[CH:37][CH:36]=3)[CH:28]=[C:29]([C:31]([F:34])([F:33])[F:32])[CH:30]=2)[CH2:14][CH2:13][N:12]([C:15]([O:17][C:18]([CH3:21])([CH3:20])[CH3:19])=[O:16])[CH2:11][CH2:10]1.[C:43]1(B(O)O)[CH:48]=[CH:47][CH:46]=[CH:45][CH:44]=1.C(=O)([O-])[O-].[K+].[K+]. Product: [C:41]([C:38]1[CH:37]=[CH:36][C:35]([C:27]2[CH:28]=[C:29]([C:31]([F:32])([F:33])[F:34])[CH:30]=[C:25]([CH2:24][O:23][CH2:22][C:9]3([C:3]4[CH:4]=[CH:5][C:6]([F:8])=[CH:7][C:2]=4[C:43]4[CH:48]=[CH:47][CH:46]=[CH:45][CH:44]=4)[CH2:10][CH2:11][N:12]([C:15]([O:17][C:18]([CH3:21])([CH3:20])[CH3:19])=[O:16])[CH2:13][CH2:14]3)[CH:26]=2)=[CH:40][CH:39]=1)#[N:42]. The catalyst class is: 73. (7) Product: [CH2:1]([N:8]1[C:16]2[C:11](=[CH:12][C:13]([C:17]([O:26][Si:40]([CH2:45][CH3:46])([CH2:43][CH3:44])[CH2:41][CH3:42])([C:22]([F:25])([F:23])[F:24])[C:18]([F:19])([F:20])[F:21])=[CH:14][CH:15]=2)[CH:10]=[C:9]1[CH:27]=[O:28])[C:2]1[CH:3]=[CH:4][CH:5]=[CH:6][CH:7]=1. The catalyst class is: 215. Reactant: [CH2:1]([N:8]1[C:16]2[C:11](=[CH:12][C:13]([C:17]([OH:26])([C:22]([F:25])([F:24])[F:23])[C:18]([F:21])([F:20])[F:19])=[CH:14][CH:15]=2)[CH:10]=[C:9]1[CH:27]=[O:28])[C:2]1[CH:7]=[CH:6][CH:5]=[CH:4][CH:3]=1.C1CCN2C(=NCCC2)CC1.[Si:40](Cl)([CH2:45][CH3:46])([CH2:43][CH3:44])[CH2:41][CH3:42].[NH4+].[Cl-]. (8) Product: [Br:14][CH2:15][C@H:16]([O:17][Si:1]([C:4]([CH3:7])([CH3:6])[CH3:5])([CH3:3])[CH3:2])[C:18]1[CH:23]=[CH:22][C:21]([O:24][CH2:25][C:26]2[CH:31]=[CH:30][CH:29]=[CH:28][CH:27]=2)=[C:20]([NH:32][CH:33]=[O:34])[CH:19]=1. Reactant: [Si:1](Cl)([C:4]([CH3:7])([CH3:6])[CH3:5])([CH3:3])[CH3:2].N1C=CN=C1.[Br:14][CH2:15][C@@H:16]([C:18]1[CH:23]=[CH:22][C:21]([O:24][CH2:25][C:26]2[CH:31]=[CH:30][CH:29]=[CH:28][CH:27]=2)=[C:20]([NH:32][CH:33]=[O:34])[CH:19]=1)[OH:17]. The catalyst class is: 4. (9) Product: [ClH:1].[CH3:23][O:22][C:21]1[CH:20]=[C:19]([CH2:18][CH2:17][NH:29][CH2:2][CH2:3][CH2:4][NH:5][C:6](=[O:16])[C:7]2[CH:12]=[CH:11][C:10]([N+:13]([O-:15])=[O:14])=[CH:9][CH:8]=2)[CH:28]=[CH:27][C:24]=1[O:25][CH3:26]. The catalyst class is: 2. Reactant: [Cl:1][CH2:2][CH2:3][CH2:4][NH:5][C:6](=[O:16])[C:7]1[CH:12]=[CH:11][C:10]([N+:13]([O-:15])=[O:14])=[CH:9][CH:8]=1.[CH2:17]([NH2:29])[CH2:18][C:19]1[CH:28]=[CH:27][C:24]([O:25][CH3:26])=[C:21]([O:22][CH3:23])[CH:20]=1.C(N(CC)CC)C. (10) The catalyst class is: 15. Reactant: [CH2:1]([O:3][C:4](=[O:21])/[C:5](=[C:7]1\[CH2:8][N:9]([C:14]([O:16][C:17]([CH3:20])([CH3:19])[CH3:18])=[O:15])[CH2:10][CH2:11][C:12]\1=O)/O)[CH3:2].O.[NH2:23][NH2:24]. Product: [NH:23]1[C:12]2[CH2:11][CH2:10][N:9]([C:14]([O:16][C:17]([CH3:20])([CH3:19])[CH3:18])=[O:15])[CH2:8][C:7]=2[C:5]([C:4]([O:3][CH2:1][CH3:2])=[O:21])=[N:24]1.